Dataset: Peptide-MHC class II binding affinity with 134,281 pairs from IEDB. Task: Regression. Given a peptide amino acid sequence and an MHC pseudo amino acid sequence, predict their binding affinity value. This is MHC class II binding data. (1) The peptide sequence is YHFDLSGIAFGSMAK. The MHC is DRB5_0101 with pseudo-sequence DRB5_0101. The binding affinity (normalized) is 0.123. (2) The peptide sequence is DKRHDGGCRKELAAV. The MHC is HLA-DQA10102-DQB10602 with pseudo-sequence HLA-DQA10102-DQB10602. The binding affinity (normalized) is 0.163. (3) The peptide sequence is EAKYWCPDSMEYNCP. The MHC is DRB1_1101 with pseudo-sequence DRB1_1101. The binding affinity (normalized) is 0.261. (4) The binding affinity (normalized) is 0.451. The peptide sequence is TEYKLTESIDNILVK. The MHC is HLA-DPA10201-DPB10501 with pseudo-sequence HLA-DPA10201-DPB10501. (5) The peptide sequence is HPDYAILAARIAVSN. The MHC is DRB4_0101 with pseudo-sequence DRB4_0103. The binding affinity (normalized) is 0.595. (6) The peptide sequence is SGMAEATSLDTMAQM. The MHC is DRB1_0101 with pseudo-sequence DRB1_0101. The binding affinity (normalized) is 0.463. (7) The peptide sequence is HEWCCRSCTLPPLRY. The MHC is DRB1_0901 with pseudo-sequence DRB1_0901. The binding affinity (normalized) is 0.168.